From a dataset of hERG potassium channel inhibition data for cardiac toxicity prediction from Karim et al.. Regression/Classification. Given a drug SMILES string, predict its toxicity properties. Task type varies by dataset: regression for continuous values (e.g., LD50, hERG inhibition percentage) or binary classification for toxic/non-toxic outcomes (e.g., AMES mutagenicity, cardiotoxicity, hepatotoxicity). Dataset: herg_karim. (1) The compound is COc1ccncc1C(=O)NC(=O)Nc1ccc(-c2ccccc2)c(C(F)(F)F)c1. The result is 0 (non-blocker). (2) The molecule is [H]/N=C(\N)c1cccc(/C(C)=C(/F)C(=O)Nc2ccc(-c3ccccc3S(N)(=O)=O)cc2)c1. The result is 1 (blocker). (3) The compound is C[C@H]1CN(CCC2CCCc3c2cnn3-c2ccccc2)C[C@@H](C)O1. The result is 1 (blocker). (4) The compound is CNCc1cc(C(N)=O)ccc1Oc1ccc(Cl)cc1C. The result is 1 (blocker). (5) The compound is CC(=O)c1cccc(-c2ccc([C@H]3COC[C@@H]3NS(=O)(=O)C(C)C)cc2)c1. The result is 0 (non-blocker). (6) The result is 0 (non-blocker). The molecule is Cc1nc2cccc(Cl)c2c(=O)n1-c1ccc(OC2CCN(C3CCC3)CC2)cc1. (7) The compound is CC(C)(N)C(=O)N1CCC(c2ccc(NC(=O)c3ncc(C#N)[nH]3)c(C3=CCCCC3)c2)CC1. The result is 0 (non-blocker). (8) The drug is Cc1cn2c(N)c(Cl)cc(C(=O)NCC3CCN(CC(C)C)CC3)c2n1. The result is 1 (blocker). (9) The drug is CN1C(=O)c2c(nc(Cc3ccc(-c4ccccc4)cc3)n2Cc2ccccc2)N2CC3(CCCC3)N=C12. The result is 0 (non-blocker).